From a dataset of Reaction yield outcomes from USPTO patents with 853,638 reactions. Predict the reaction yield, written as a fraction of the theoretical maximum amount of product (1.0 means a 100% yield; for example, 0.34 means a 34% yield). The reactants are [C:1]([C:4]1[CH:5]=[C:6]([NH:10][C:11]([NH:13][C:14]2[CH:19]=[CH:18][C:17]([O:20][CH3:21])=[C:16]([C:22]3[N:23]([CH3:28])[N:24]=[CH:25][C:26]=3[Br:27])[CH:15]=2)=[O:12])[CH:7]=[CH:8][CH:9]=1)(=[O:3])[CH3:2].[BH4-].[Na+].Cl.CCOC(C)=O. The catalyst is C(O)C. The product is [Br:27][C:26]1[CH:25]=[N:24][N:23]([CH3:28])[C:22]=1[C:16]1[CH:15]=[C:14]([NH:13][C:11]([NH:10][C:6]2[CH:7]=[CH:8][CH:9]=[C:4]([CH:1]([OH:3])[CH3:2])[CH:5]=2)=[O:12])[CH:19]=[CH:18][C:17]=1[O:20][CH3:21]. The yield is 0.630.